From a dataset of Catalyst prediction with 721,799 reactions and 888 catalyst types from USPTO. Predict which catalyst facilitates the given reaction. (1) Reactant: C1C2C(COC(=O)[NH:17][CH:18]3[CH:26]4[C:27](=[O:46])[CH2:28][CH:29]([C:31](=[O:45])[NH:32][CH:33]([C:35]5[CH:44]=[CH:43][C:42]6[C:37](=[CH:38][CH:39]=[CH:40][CH:41]=6)[CH:36]=5)[CH3:34])[CH2:30][N:24]5[C:25]4=[C:21]([CH:22]=[CH:23]5)[CH2:20][CH2:19]3)C3C(=CC=CC=3)C=2C=CC=1.C(NCC)C. Product: [CH:36]1[C:37]2[C:42](=[CH:41][CH:40]=[CH:39][CH:38]=2)[CH:43]=[CH:44][C:35]=1[CH:33]([NH:32][C:31]([CH:29]1[CH2:30][N:24]2[C:25]3[CH:26]([CH:18]([NH2:17])[CH2:19][CH2:20][C:21]=3[CH:22]=[CH:23]2)[C:27](=[O:46])[CH2:28]1)=[O:45])[CH3:34]. The catalyst class is: 2. (2) Reactant: [N:1](OC(C)(C)C)=[O:2].Cl.O1CCOCC1.[F:15][C:16]1[CH:17]=[CH:18][C:19]2[C:28]([OH:29])=[CH:27][C:26]3[N:25]=[CH:24][N:23]=[C:22]([O:30][CH3:31])[C:21]=3[C:20]=2[CH:32]=1. Product: [F:15][C:16]1[CH:17]=[CH:18][C:19]2[C:28](=[O:29])[C:27](=[N:1][OH:2])[C:26]3[N:25]=[CH:24][N:23]=[C:22]([O:30][CH3:31])[C:21]=3[C:20]=2[CH:32]=1. The catalyst class is: 18. (3) Reactant: [C:1]([CH2:3][C:4]([O:6][CH2:7][CH3:8])=[O:5])#[N:2].N12CCCN=C1CCCCC2.[O:20]([CH2:24][CH2:25]Br)[CH2:21][CH2:22]Br.O. Product: [C:1]([C:3]1([C:4]([O:6][CH2:7][CH3:8])=[O:5])[CH2:25][CH2:24][O:20][CH2:21][CH2:22]1)#[N:2]. The catalyst class is: 3. (4) Reactant: [O:1]([C:8]1[CH:13]=[CH:12][C:11](B(O)O)=[CH:10][CH:9]=1)[C:2]1[CH:7]=[CH:6][CH:5]=[CH:4][CH:3]=1.Br[C:18]1[CH:19]=[C:20]([CH:22]=[CH:23][CH:24]=1)[NH2:21].C([O-])([O-])=O.[Na+].[Na+]. Product: [O:1]([C:8]1[CH:13]=[CH:12][C:11]([C:18]2[CH:24]=[CH:23][CH:22]=[C:20]([NH2:21])[CH:19]=2)=[CH:10][CH:9]=1)[C:2]1[CH:7]=[CH:6][CH:5]=[CH:4][CH:3]=1. The catalyst class is: 104. (5) Reactant: [Li]CCCC.[NH2:6][C:7]1[CH:12]=[C:11]([CH3:13])[CH:10]=[CH:9][N:8]=1.C([O:16][C:17]([C:19]1[N:23]2[CH:24]=[CH:25][C:26]([CH3:28])=[CH:27][C:22]2=[N:21][C:20]=1[CH3:29])=O)C.[Cl-].[NH4+]. Product: [CH3:13][C:11]1[CH:10]=[CH:9][N:8]=[C:7]([NH:6][C:17]([C:19]2[N:23]3[CH:24]=[CH:25][C:26]([CH3:28])=[CH:27][C:22]3=[N:21][C:20]=2[CH3:29])=[O:16])[CH:12]=1. The catalyst class is: 7. (6) Reactant: C(N(CC)C(C)C)(C)C.[F:10][C:11]([F:29])([F:28])[C:12]([C:15]1[CH:24]=[CH:23][C:22]2[CH2:21][C@H:20]([C:25]([OH:27])=O)[CH2:19][CH2:18][C:17]=2[N:16]=1)([CH3:14])[CH3:13].F[P-](F)(F)(F)(F)F.C[N+](C)=C(N(C)C)ON1C2N=CC=CC=2N=N1.Cl.[NH2:55][C@@H:56]([C:58]1[C:63]([F:64])=[CH:62][C:61]([NH:65][S:66]([CH3:69])(=[O:68])=[O:67])=[C:60]([CH3:70])[CH:59]=1)[CH3:57]. Product: [F:64][C:63]1[CH:62]=[C:61]([NH:65][S:66]([CH3:69])(=[O:68])=[O:67])[C:60]([CH3:70])=[CH:59][C:58]=1[C@H:56]([NH:55][C:25]([C@@H:20]1[CH2:19][CH2:18][C:17]2[N:16]=[C:15]([C:12]([CH3:14])([CH3:13])[C:11]([F:29])([F:10])[F:28])[CH:24]=[CH:23][C:22]=2[CH2:21]1)=[O:27])[CH3:57]. The catalyst class is: 60. (7) Reactant: Cl.[NH2:2][OH:3].C(=O)([O-])[O-].[K+].[K+].[CH3:10][C:11]1[CH:12]=[C:13]([C:28]2[CH:29]=[CH:30][C:31]([CH2:34][CH2:35][C:36]#[N:37])=[N:32][CH:33]=2)[CH:14]=[C:15]([NH:17][C:18]2[N:23]=[C:22]([C:24]([F:27])([F:26])[F:25])[CH:21]=[CH:20][N:19]=2)[CH:16]=1. Product: [OH:3][NH:2][C:36](=[NH:37])[CH2:35][CH2:34][C:31]1[CH:30]=[CH:29][C:28]([C:13]2[CH:14]=[C:15]([NH:17][C:18]3[N:23]=[C:22]([C:24]([F:26])([F:25])[F:27])[CH:21]=[CH:20][N:19]=3)[CH:16]=[C:11]([CH3:10])[CH:12]=2)=[CH:33][N:32]=1. The catalyst class is: 8. (8) Reactant: [C:1](OC(=O)C)(=[O:3])[CH3:2].[Cl:8][C:9]1[C:17]2[N:16]=[C:15]3[N:18]([C:22]4[C:27]([Cl:28])=[CH:26][C:25]([Cl:29])=[CH:24][N:23]=4)[CH2:19][CH2:20][CH2:21][N:14]3[C:13]=2[C:12]([CH:30]([OH:33])[CH2:31][CH3:32])=[CH:11][CH:10]=1. Product: [C:1]([O:33][CH:30]([C:12]1[C:13]2[N:14]3[CH2:21][CH2:20][CH2:19][N:18]([C:22]4[C:27]([Cl:28])=[CH:26][C:25]([Cl:29])=[CH:24][N:23]=4)[C:15]3=[N:16][C:17]=2[C:9]([Cl:8])=[CH:10][CH:11]=1)[CH2:31][CH3:32])(=[O:3])[CH3:2]. The catalyst class is: 17. (9) Reactant: [C:1]([C:5]1[CH:10]=[CH:9][C:8](B(O)O)=[CH:7][CH:6]=1)([CH3:4])([CH3:3])[CH3:2].Br[C:15]1[CH:20]=[C:19]([CH3:21])[C:18]([NH:22][C:23](=[O:28])[C:24]([F:27])([F:26])[F:25])=[C:17]([CH3:29])[CH:16]=1.C([O-])([O-])=O.[Na+].[Na+]. The catalyst class is: 318. Product: [F:25][C:24]([F:26])([F:27])[C:23]([NH:22][C:18]1[C:19]([CH3:21])=[CH:20][C:15]([C:8]2[CH:9]=[CH:10][C:5]([C:1]([CH3:4])([CH3:3])[CH3:2])=[CH:6][CH:7]=2)=[CH:16][C:17]=1[CH3:29])=[O:28].